This data is from Orexin1 receptor HTS with 218,158 compounds and 233 confirmed actives. The task is: Binary Classification. Given a drug SMILES string, predict its activity (active/inactive) in a high-throughput screening assay against a specified biological target. (1) The compound is O1C(CCC1)CNC(=O)c1cc(OC)c(OCC(=O)Nc2ccc(OCC)cc2)cc1. The result is 0 (inactive). (2) The result is 0 (inactive). The compound is O=C(NC1CCCCC1)CCc1n2nc(NCc3ccccc3)ccc2nn1. (3) The compound is Brc1ccc(/C=N\NC(=O)C(NC(=O)c2sccc2)Cc2c3c([nH]c2)cccc3)cc1. The result is 1 (active). (4) The compound is S(=O)(=O)(N1CCN(CC1)CC)c1cc(S(=O)(=O)N2CCOCC2)ccc1. The result is 0 (inactive). (5) The compound is FC(F)(F)c1cc([N+]([O-])=O)c(N2CCC(O)CC2)cc1. The result is 0 (inactive). (6) The drug is S(Cn1nnc2c(c1=O)cccc2)c1ccccc1. The result is 0 (inactive). (7) The compound is s1c(Nc2ccccc2)nc2c(scc2)c1=O. The result is 1 (active). (8) The molecule is O=C(c1cn2c3c(nc2c(c1)C#N)cccc3)c1cc(ccc1O)C. The result is 0 (inactive).